Dataset: Catalyst prediction with 721,799 reactions and 888 catalyst types from USPTO. Task: Predict which catalyst facilitates the given reaction. (1) Reactant: [F:1][C:2]1[C:9]([O:10][CH3:11])=[CH:8][CH:7]=[CH:6][C:3]=1[CH:4]=[O:5].[BH4-].[Na+].O. Product: [F:1][C:2]1[C:9]([O:10][CH3:11])=[CH:8][CH:7]=[CH:6][C:3]=1[CH2:4][OH:5]. The catalyst class is: 8. (2) Reactant: [NH2:1][C:2]1[CH:3]=[N:4][N:5]([CH3:20])[C:6]=1[C:7]1[CH2:12][CH2:11][N:10]([C:13]([O:15][C:16]([CH3:19])([CH3:18])[CH3:17])=[O:14])[CH2:9][CH:8]=1.CCN(C(C)C)C(C)C.C1CN([P+](ON2N=NC3C=CC=CC2=3)(N2CCCC2)N2CCCC2)CC1.F[P-](F)(F)(F)(F)F.[C:63]([O:67][C:68]([NH:70][C:71]1[S:75][C:74]([C:76]2[C:81]([F:82])=[CH:80][CH:79]=[CH:78][C:77]=2[F:83])=[N:73][C:72]=1[C:84](O)=[O:85])=[O:69])([CH3:66])([CH3:65])[CH3:64]. Product: [F:83][C:77]1[CH:78]=[CH:79][CH:80]=[C:81]([F:82])[C:76]=1[C:74]1[S:75][C:71]([NH:70][C:68](=[O:69])[O:67][C:63]([CH3:65])([CH3:64])[CH3:66])=[C:72]([C:84](=[O:85])[NH:1][C:2]2[CH:3]=[N:4][N:5]([CH3:20])[C:6]=2[C:7]2[CH2:12][CH2:11][N:10]([C:13]([O:15][C:16]([CH3:17])([CH3:19])[CH3:18])=[O:14])[CH2:9][CH:8]=2)[N:73]=1. The catalyst class is: 2. (3) Reactant: [O:1]=[C:2]1[C:6]2([CH2:11][CH2:10][NH:9][CH2:8][CH2:7]2)[N:5]([C:12]2[CH:17]=[CH:16][CH:15]=[CH:14][CH:13]=2)[CH2:4][N:3]1[CH2:18][C:19]1[CH:20]=[C:21]([CH:29]=[CH:30][CH:31]=1)[C:22]([O:24][C:25]([CH3:28])([CH3:27])[CH3:26])=[O:23].C(=O)([O-])[O-].[K+].[K+].[I-].[Na+].Cl[CH2:41][CH2:42][CH2:43][N:44]1[C:48]2[CH:49]=[CH:50][CH:51]=[CH:52][C:47]=2[N:46]([CH:53]2[CH2:55][CH2:54]2)[C:45]1=[O:56]. Product: [CH:53]1([N:46]2[C:47]3[CH:52]=[CH:51][CH:50]=[CH:49][C:48]=3[N:44]([CH2:43][CH2:42][CH2:41][N:9]3[CH2:10][CH2:11][C:6]4([N:5]([C:12]5[CH:13]=[CH:14][CH:15]=[CH:16][CH:17]=5)[CH2:4][N:3]([CH2:18][C:19]5[CH:20]=[C:21]([CH:29]=[CH:30][CH:31]=5)[C:22]([O:24][C:25]([CH3:28])([CH3:26])[CH3:27])=[O:23])[C:2]4=[O:1])[CH2:7][CH2:8]3)[C:45]2=[O:56])[CH2:55][CH2:54]1. The catalyst class is: 131. (4) Reactant: [CH3:1][C:2]1[CH:8]=[CH:7][CH:6]=[C:5]([CH3:9])[C:3]=1[NH2:4].ClCCl.C(=O)([O-])[O-].[Na+].[Na+].[Cl:19][CH2:20][C:21](Cl)=[O:22]. Product: [Cl:19][CH2:20][C:21]([NH:4][C:3]1[C:5]([CH3:9])=[CH:6][CH:7]=[CH:8][C:2]=1[CH3:1])=[O:22]. The catalyst class is: 6.